Dataset: Reaction yield outcomes from USPTO patents with 853,638 reactions. Task: Predict the reaction yield, written as a fraction of the theoretical maximum amount of product (1.0 means a 100% yield; for example, 0.34 means a 34% yield). (1) The reactants are [NH2:1][C:2]1[N:7]=[CH:6][N:5]=[C:4]2[N:8]([CH2:13][C:14]3[N:15]([C:26]4[CH:31]=[CH:30][CH:29]=[CH:28][C:27]=4[CH3:32])[C:16](=[O:25])[C:17]4[C:22]([CH:23]=3)=[CH:21][CH:20]=[CH:19][C:18]=4[CH3:24])[N:9]=[C:10]([CH2:11]O)[C:3]=12.C(N(S(F)(F)[F:39])CC)C. The catalyst is C(Cl)Cl. The product is [NH2:1][C:2]1[N:7]=[CH:6][N:5]=[C:4]2[N:8]([CH2:13][C:14]3[N:15]([C:26]4[CH:31]=[CH:30][CH:29]=[CH:28][C:27]=4[CH3:32])[C:16](=[O:25])[C:17]4[C:22]([CH:23]=3)=[CH:21][CH:20]=[CH:19][C:18]=4[CH3:24])[N:9]=[C:10]([CH2:11][F:39])[C:3]=12. The yield is 0.200. (2) The reactants are F[C:2]1[C:11]2[C:6](=[CH:7][CH:8]=[CH:9][CH:10]=2)[C:5]([S:12]([N:15]2[C:24]3[C:19](=[CH:20][CH:21]=[CH:22][CH:23]=3)[CH2:18][CH2:17][CH2:16]2)(=[O:14])=[O:13])=[CH:4][CH:3]=1.FC1C2C(=CC=CC=2)C(S([Cl:39])(=O)=O)=CC=1.[NH:40]1[C:49]2[C:44](=CC=CC=2)C[CH2:42][CH2:41]1.[N:50]1C=CC=CC=1. The catalyst is C(Cl)Cl. The product is [ClH:39].[N:15]1([S:12]([C:5]2[C:6]3[C:11](=[CH:10][CH:9]=[CH:8][CH:7]=3)[C:2]([N:40]3[CH2:41][CH2:42][NH:50][CH2:44][CH2:49]3)=[CH:3][CH:4]=2)(=[O:14])=[O:13])[C:24]2[C:19](=[CH:20][CH:21]=[CH:22][CH:23]=2)[CH2:18][CH2:17][CH2:16]1. The yield is 1.00.